Dataset: Catalyst prediction with 721,799 reactions and 888 catalyst types from USPTO. Task: Predict which catalyst facilitates the given reaction. Reactant: [NH2:1][CH2:2][CH2:3][CH2:4][O:5][C:6]1[CH:7]=[C:8]([NH2:12])[CH:9]=[CH:10][CH:11]=1.[O:13]=[C:14]([OH:26])[C@@H:15]([C@H:17]([C@H:19]([C@@H:21]([C:23]([OH:25])=[O:24])[OH:22])[OH:20])[OH:18])[OH:16].O. Product: [O:13]=[C:14]([OH:26])[C@@H:15]([C@H:17]([C@H:19]([C@@H:21]([C:23]([OH:25])=[O:24])[OH:22])[OH:20])[OH:18])[OH:16].[NH2:1][CH2:2][CH2:3][CH2:4][O:5][C:6]1[CH:7]=[C:8]([NH2:12])[CH:9]=[CH:10][CH:11]=1.[NH2:1][CH2:2][CH2:3][CH2:4][O:5][C:6]1[CH:7]=[C:8]([NH2:12])[CH:9]=[CH:10][CH:11]=1. The catalyst class is: 8.